This data is from Reaction yield outcomes from USPTO patents with 853,638 reactions. The task is: Predict the reaction yield, written as a fraction of the theoretical maximum amount of product (1.0 means a 100% yield; for example, 0.34 means a 34% yield). (1) The product is [CH2:1]([O:3][C:4](=[O:22])[CH2:5][N:6]([CH2:7][CH2:8][NH:9][S:10]([C:13]1[S:14][C:15]2[CH:21]=[CH:20][CH:19]=[CH:18][C:16]=2[N:17]=1)(=[O:12])=[O:11])[C:47](=[O:48])[CH2:46][N:41]1[CH:40]=[N:39][C:38]2[C:42]1=[N:43][CH:44]=[N:45][C:37]=2[NH:36][C:34]([O:33][CH2:23][C:24]1[CH:32]=[CH:31][C:30]2[O:29][CH2:28][O:27][C:26]=2[CH:25]=1)=[O:35])[CH3:2]. The reactants are [CH2:1]([O:3][C:4](=[O:22])[CH2:5][NH:6][CH2:7][CH2:8][NH:9][S:10]([C:13]1[S:14][C:15]2[CH:21]=[CH:20][CH:19]=[CH:18][C:16]=2[N:17]=1)(=[O:12])=[O:11])[CH3:2].[CH2:23]([O:33][C:34]([NH:36][C:37]1[N:45]=[CH:44][N:43]=[C:42]2[C:38]=1[N:39]=[CH:40][N:41]2[CH2:46][C:47](O)=[O:48])=[O:35])[C:24]1[CH:32]=[CH:31][C:30]2[O:29][CH2:28][O:27][C:26]=2[CH:25]=1. No catalyst specified. The yield is 0.850. (2) The yield is 0.930. The catalyst is CN(C=O)C. The reactants are [CH2:1]([C:3]1[CH:9]=[CH:8][C:6]([NH2:7])=[CH:5][CH:4]=1)[CH3:2].C1C(=O)N([Br:17])C(=O)C1. The product is [Br:17][C:5]1[CH:4]=[C:3]([CH2:1][CH3:2])[CH:9]=[CH:8][C:6]=1[NH2:7]. (3) The reactants are [H-].[Na+].[I-].C[S+](C)(C)=O.F[C:10](F)(F)C(O)=O.[CH3:16][N:17]([CH2:19][C:20]1[CH:49]=[CH:48][C:23]([CH:24]=[CH:25][C:26]2[C:34]3[C:29](=[CH:30][C:31](/[CH:35]=[C:36]4/[C:37](=[O:47])[NH:38][C:39]5[C:44]/4=[CH:43][C:42]([O:45][CH3:46])=[CH:41][CH:40]=5)=[CH:32][CH:33]=3)[NH:28][N:27]=2)=[CH:22][CH:21]=1)[CH3:18]. The catalyst is CN(C=O)C. The product is [CH3:16][N:17]([CH2:19][C:20]1[CH:49]=[CH:48][C:23](/[CH:24]=[CH:25]/[C:26]2[C:34]3[C:29](=[CH:30][C:31]([C@H:35]4[C@@:36]5([C:44]6[C:39](=[CH:40][CH:41]=[C:42]([O:45][CH3:46])[CH:43]=6)[NH:38][C:37]5=[O:47])[CH2:10]4)=[CH:32][CH:33]=3)[NH:28][N:27]=2)=[CH:22][CH:21]=1)[CH3:18]. The yield is 0.320. (4) The reactants are [O:1]=[C:2]1[C:10]2[C:5](=[CH:6][CH:7]=[CH:8][CH:9]=2)[C:4](=[O:11])[N:3]1[CH2:12][CH2:13][C:14]1([CH2:17][OH:18])[CH2:16][CH2:15]1.C[N+]1([O-])CCOCC1. The catalyst is C(Cl)Cl.[Ru]([O-])(=O)(=O)=O.C([N+](CCC)(CCC)CCC)CC. The product is [O:1]=[C:2]1[C:10]2[C:5](=[CH:6][CH:7]=[CH:8][CH:9]=2)[C:4](=[O:11])[N:3]1[CH2:12][CH2:13][C:14]1([CH:17]=[O:18])[CH2:15][CH2:16]1. The yield is 0.820. (5) The reactants are [CH3:1][O:2][C:3]1[CH:8]=[CH:7][CH:6]=[CH:5][C:4]=1[OH:9].F[C:11]1[CH:16]=[CH:15][C:14]([F:17])=[CH:13][C:12]=1[N+:18]([O-:20])=[O:19].[CH3:21][O:22][C:23]1[CH:37]=[CH:36][CH:35]=[CH:34][C:24]=1[O:25][C:26]1[CH:32]=[CH:31][C:30]([F:33])=[CH:29][C:27]=1[NH2:28].[NH2:38][C:39]1[S:40][CH:41]=[CH:42][N:43]=1. No catalyst specified. The product is [F:17][C:14]1[CH:15]=[CH:16][C:11]([O:9][C:4]2[CH:5]=[CH:6][CH:7]=[CH:8][C:3]=2[O:2][CH3:1])=[C:12]([N+:18]([O-:20])=[O:19])[CH:13]=1.[F:33][C:30]1[CH:31]=[CH:32][C:26]([O:25][C:24]2[CH:34]=[CH:35][CH:36]=[CH:37][C:23]=2[O:22][CH3:21])=[C:27]([NH:28][C:4]([NH:38][C:39]2[S:40][CH:41]=[CH:42][N:43]=2)=[O:9])[CH:29]=1. The yield is 0.810. (6) The reactants are [CH3:1][C:2]1([CH3:20])[CH:7]=[C:6]([CH3:8])[C:5]([CH3:10])([CH3:9])[C:4](=[CH2:11])/[C:3]/1=[C:12](/[O:15][Si:16]([CH3:19])([CH3:18])[CH3:17])\[CH:13]=[CH2:14].[CH3:21]C1C(C)(C)C(C)=C(C)C(C)(C)C=1C(OC)=O. No catalyst specified. The product is [CH3:1][C:2]1([CH3:20])[C:7]([CH3:21])=[C:6]([CH3:8])[C:5]([CH3:9])([CH3:10])[C:4](=[CH2:11])/[C:3]/1=[C:12](/[O:15][Si:16]([CH3:18])([CH3:19])[CH3:17])\[CH:13]=[CH2:14]. The yield is 0.750.